This data is from Catalyst prediction with 721,799 reactions and 888 catalyst types from USPTO. The task is: Predict which catalyst facilitates the given reaction. (1) Reactant: Cl[C:2]([C:4]1[CH:5]=[CH:6][C:7]([N+:14]([O-:16])=[O:15])=[C:8]([CH:13]=1)[C:9]([O:11][CH3:12])=[O:10])=[O:3].C(N(CC)CC)C.[CH:24]1[N:25]=[CH:26][N:27]2[CH:32]=[CH:31][CH:30]=[CH:29][C:28]=12. Product: [CH:24]1[N:25]=[C:26]([C:2]([C:4]2[CH:5]=[CH:6][C:7]([N+:14]([O-:16])=[O:15])=[C:8]([CH:13]=2)[C:9]([O:11][CH3:12])=[O:10])=[O:3])[N:27]2[CH:32]=[CH:31][CH:30]=[CH:29][C:28]=12. The catalyst class is: 26. (2) Reactant: [Br:1][C:2]1[CH:3]=[C:4]2[C:8](=[CH:9][CH:10]=1)[NH:7][C:6](=[O:11])[C:5]2=O.[NH:13]([C:15](=[O:28])[CH2:16][CH2:17][C:18]1[CH:27]=[CH:26][C:21]([C:22]([NH:24][NH2:25])=[O:23])=[CH:20][CH:19]=1)[NH2:14]. Product: [Br:1][C:2]1[CH:3]=[C:4]2[C:8](=[CH:9][CH:10]=1)[NH:7][C:6](=[O:11])[C:5]2=[N:25][NH:24][C:22](=[O:23])[C:21]1[CH:26]=[CH:27][C:18]([CH2:17][CH2:16][C:15]([NH:13][N:14]=[C:5]2[C:4]3[C:8](=[CH:9][CH:10]=[C:2]([Br:1])[CH:3]=3)[NH:7][C:6]2=[O:11])=[O:28])=[CH:19][CH:20]=1. The catalyst class is: 15. (3) Reactant: [F:1][C:2]1[CH:7]=[C:6]([OH:8])[CH:5]=[C:4]([F:9])[C:3]=1[C:10]1[N:15]=[C:14]([C:16]([O:18][CH3:19])=[O:17])[CH:13]=[CH:12][C:11]=1[F:20].[O:21]1[CH2:25][CH2:24][C@H:23](O)[CH2:22]1.C1(P(C2C=CC=CC=2)C2C=CC=CC=2)C=CC=CC=1.CC(OC(/N=N/C(OC(C)C)=O)=O)C. Product: [F:1][C:2]1[CH:7]=[C:6]([O:8][C@@H:23]2[CH2:24][CH2:25][O:21][CH2:22]2)[CH:5]=[C:4]([F:9])[C:3]=1[C:10]1[N:15]=[C:14]([C:16]([O:18][CH3:19])=[O:17])[CH:13]=[CH:12][C:11]=1[F:20]. The catalyst class is: 1. (4) Reactant: [O:1]1[C:5]2[CH:6]=[CH:7][CH:8]=[CH:9][C:4]=2[CH:3]=[C:2]1[C:10]([OH:12])=O.C(N1C=CN=C1)(N1C=CN=C1)=O.[NH2:25][C@@H:26]([CH:46]([CH3:48])[CH3:47])[CH2:27][NH:28][C:29](=[O:45])[C@@H:30]([NH:34][C:35]([O:37][CH2:38][C:39]1[CH:44]=[CH:43][CH:42]=[CH:41][CH:40]=1)=[O:36])[CH:31]([CH3:33])[CH3:32]. Product: [CH3:47][CH:46]([CH3:48])[C@H:26]([NH:25][C:10]([C:2]1[O:1][C:5]2[CH:6]=[CH:7][CH:8]=[CH:9][C:4]=2[CH:3]=1)=[O:12])[CH2:27][NH:28][C:29](=[O:45])[C@@H:30]([NH:34][C:35]([O:37][CH2:38][C:39]1[CH:40]=[CH:41][CH:42]=[CH:43][CH:44]=1)=[O:36])[CH:31]([CH3:32])[CH3:33]. The catalyst class is: 4.